From a dataset of Full USPTO retrosynthesis dataset with 1.9M reactions from patents (1976-2016). Predict the reactants needed to synthesize the given product. (1) Given the product [CH3:4][O:5][C:6]([C:8]1[C:9]([OH:32])=[C:10]2[C:15](=[CH:16][N:17]=1)[N:14]([CH2:18][C:19]1[CH:24]=[CH:23][CH:22]=[CH:21][CH:20]=1)[C:13](=[O:25])[CH:12]([C:26]1[CH:31]=[CH:30][CH:29]=[CH:28][CH:27]=1)[CH2:11]2)=[O:7], predict the reactants needed to synthesize it. The reactants are: CCO.[CH3:4][O:5][C:6]([C:8]1[C:9]([OH:32])=[C:10]2[C:15](=[CH:16][N:17]=1)[N:14]([CH2:18][C:19]1[CH:24]=[CH:23][CH:22]=[CH:21][CH:20]=1)[C:13](=[O:25])[C:12]([C:26]1[CH:31]=[CH:30][CH:29]=[CH:28][CH:27]=1)=[CH:11]2)=[O:7]. (2) Given the product [Cl:23][C:21]1[CH:20]=[CH:19][C:18]([F:24])=[C:17]([C:15]2[N:16]=[C:11]([NH:10][C:9]3[C:4]([C:3]([OH:35])=[O:2])=[CH:5][N:6]=[CH:7][CH:8]=3)[C:12]3[CH:28]=[CH:27][C:26]([NH:29][CH2:30][CH2:31][N:32]([CH3:34])[CH3:33])=[N:25][C:13]=3[N:14]=2)[CH:22]=1, predict the reactants needed to synthesize it. The reactants are: C[O:2][C:3](=[O:35])[C:4]1[C:9]([NH:10][C:11]2[C:12]3[CH:28]=[CH:27][C:26]([NH:29][CH2:30][CH2:31][N:32]([CH3:34])[CH3:33])=[N:25][C:13]=3[N:14]=[C:15]([C:17]3[CH:22]=[C:21]([Cl:23])[CH:20]=[CH:19][C:18]=3[F:24])[N:16]=2)=[CH:8][CH:7]=[N:6][CH:5]=1.[OH-].[Na+]. (3) The reactants are: [Cl:1][C:2]1[N:3]=[CH:4][C:5]2[NH:11][C:10](=[O:12])[C:9]([F:14])([F:13])[CH2:8][N:7]([CH:15]3[CH2:19][CH2:18][CH2:17][CH2:16]3)[C:6]=2[N:20]=1.C(=O)([O-])[O-].[Cs+].[Cs+].I[CH2:28][CH3:29].O. Given the product [Cl:1][C:2]1[N:3]=[CH:4][C:5]2[N:11]([CH2:28][CH3:29])[C:10](=[O:12])[C:9]([F:14])([F:13])[CH2:8][N:7]([CH:15]3[CH2:19][CH2:18][CH2:17][CH2:16]3)[C:6]=2[N:20]=1, predict the reactants needed to synthesize it. (4) The reactants are: C(N(CC)C(C)C)(C)C.Cl.Cl.[NH2:12][C@@H:13]([CH:41]1[CH2:46][CH2:45][C:44]([F:48])([F:47])[CH2:43][CH2:42]1)[C:14]([N:16]1[C@H:21]([C:22]([NH:24][C@H:25]2[C:34]3[C:29](=[CH:30][CH:31]=[CH:32][CH:33]=3)[O:28][CH2:27][CH2:26]2)=[O:23])[CH2:20][N:19]2[CH2:35][C@H:36]([O:38][CH2:39][CH3:40])[CH2:37][C@@H:18]2[CH2:17]1)=[O:15].[C:49]([O:53][C:54]([N:56]([CH3:63])[C@@H:57]([CH2:61][OH:62])[C:58](O)=[O:59])=[O:55])([CH3:52])([CH3:51])[CH3:50].[Cl-].COC1N=C(OC)N=C([N+]2(C)CCOCC2)N=1. Given the product [C:49]([O:53][C:54](=[O:55])[N:56]([C@@H:57]([CH2:61][OH:62])[C:58]([NH:12][C@@H:13]([CH:41]1[CH2:46][CH2:45][C:44]([F:47])([F:48])[CH2:43][CH2:42]1)[C:14]([N:16]1[C@H:21]([C:22](=[O:23])[NH:24][C@H:25]2[C:34]3[C:29](=[CH:30][CH:31]=[CH:32][CH:33]=3)[O:28][CH2:27][CH2:26]2)[CH2:20][N:19]2[CH2:35][C@H:36]([O:38][CH2:39][CH3:40])[CH2:37][C@@H:18]2[CH2:17]1)=[O:15])=[O:59])[CH3:63])([CH3:50])([CH3:52])[CH3:51], predict the reactants needed to synthesize it. (5) Given the product [CH2:22]([O:9][CH2:8][CH:3]1[CH2:7][CH:6]=[CH:5][CH2:4]1)[CH2:21][CH2:20][CH2:19][CH2:18][CH2:17][CH2:16][CH2:15][CH2:14][CH2:13][CH2:12][CH3:11], predict the reactants needed to synthesize it. The reactants are: [H-].[Na+].[CH:3]1([CH2:8][OH:9])[CH2:7][CH:6]=[CH:5][CH2:4]1.Br[CH2:11][CH2:12][CH2:13][CH2:14][CH2:15][CH2:16][CH2:17][CH2:18][CH2:19][CH2:20][CH2:21][CH3:22]. (6) Given the product [CH3:1][N:2]([CH3:11])[C:3]([C@H:5]1[CH2:10][CH2:9][CH2:8][N:7]([CH2:21][C:22]2[CH:27]=[CH:26][CH:25]=[CH:24][CH:23]=2)[CH2:6]1)=[O:4], predict the reactants needed to synthesize it. The reactants are: [CH3:1][N:2]([CH3:11])[C:3]([C@H:5]1[CH2:10][CH2:9][CH2:8][NH:7][CH2:6]1)=[O:4].C(N(C(C)C)CC)(C)C.[CH2:21](Br)[C:22]1[CH:27]=[CH:26][CH:25]=[CH:24][CH:23]=1.